Dataset: Full USPTO retrosynthesis dataset with 1.9M reactions from patents (1976-2016). Task: Predict the reactants needed to synthesize the given product. Given the product [NH2:1][C:2]1[C:3]([CH:9]=[O:10])=[CH:4][N:5]=[C:6]([Cl:8])[CH:7]=1, predict the reactants needed to synthesize it. The reactants are: [NH2:1][C:2]1[CH:7]=[C:6]([Cl:8])[N:5]=[CH:4][C:3]=1[CH2:9][OH:10].